From a dataset of Reaction yield outcomes from USPTO patents with 853,638 reactions. Predict the reaction yield, written as a fraction of the theoretical maximum amount of product (1.0 means a 100% yield; for example, 0.34 means a 34% yield). (1) The reactants are [OH:1][C:2]1[CH:10]=[C:9]([N:11]([CH3:13])[CH3:12])[CH:8]=[CH:7][C:3]=1[C:4]([OH:6])=[O:5].[CH3:14]O.S(Cl)(Cl)=O. The catalyst is CCOCC. The product is [OH:1][C:2]1[CH:10]=[C:9]([N:11]([CH3:13])[CH3:12])[CH:8]=[CH:7][C:3]=1[C:4]([O:6][CH3:14])=[O:5]. The yield is 0.730. (2) The reactants are [F:1][C:2]([F:21])([F:20])[C:3]1[CH:8]=[CH:7][CH:6]=[CH:5][C:4]=1[C:9]1[O:10][C:11](=[O:19])[C:12]2[CH:18]=[CH:17][CH:16]=[N:15][C:13]=2[N:14]=1.[OH-].[NH4+:23]. No catalyst specified. The product is [F:1][C:2]([F:21])([F:20])[C:3]1[CH:8]=[CH:7][CH:6]=[CH:5][C:4]=1[C:9]([NH:14][C:13]1[N:15]=[CH:16][CH:17]=[CH:18][C:12]=1[C:11]([NH2:23])=[O:19])=[O:10]. The yield is 0.330. (3) The reactants are [CH3:1][O:2][C:3]1[CH:4]=[C:5](B(O)O)[CH:6]=[CH:7][CH:8]=1.Br[C:13]1[CH:14]=[CH:15][C:16]([F:22])=[C:17]([N+:19]([O-:21])=[O:20])[CH:18]=1.C(=O)([O-])[O-].[Na+].[Na+]. The catalyst is C1(C)C=CC=CC=1.O.C1C=CC([P]([Pd]([P](C2C=CC=CC=2)(C2C=CC=CC=2)C2C=CC=CC=2)([P](C2C=CC=CC=2)(C2C=CC=CC=2)C2C=CC=CC=2)[P](C2C=CC=CC=2)(C2C=CC=CC=2)C2C=CC=CC=2)(C2C=CC=CC=2)C2C=CC=CC=2)=CC=1. The product is [F:22][C:16]1[CH:15]=[CH:14][C:13]([C:5]2[CH:6]=[CH:7][CH:8]=[C:3]([O:2][CH3:1])[CH:4]=2)=[CH:18][C:17]=1[N+:19]([O-:21])=[O:20]. The yield is 0.770. (4) The reactants are Br[C:2]1[N:7]=[CH:6][C:5]([NH2:8])=[CH:4][CH:3]=1.[C:9]1(B(O)O)[CH:14]=[CH:13][CH:12]=[CH:11][CH:10]=1. No catalyst specified. The product is [C:9]1([C:2]2[N:7]=[CH:6][C:5]([NH2:8])=[CH:4][CH:3]=2)[CH:14]=[CH:13][CH:12]=[CH:11][CH:10]=1. The yield is 0.710.